From a dataset of Full USPTO retrosynthesis dataset with 1.9M reactions from patents (1976-2016). Predict the reactants needed to synthesize the given product. (1) The reactants are: [NH2:1][C:2]1[C:10](Cl)=[N:9][CH:8]=[CH:7][C:3]=1[C:4]([NH2:6])=[O:5].[F:12][C:13]1[CH:20]=[N:19][CH:18]=[CH:17][C:14]=1[CH:15]=O.OS([O-])=O.[Na+].CC(N(C)C)=O. Given the product [F:12][C:13]1[CH:20]=[N:19][CH:18]=[CH:17][C:14]=1[C:15]1[N:6]=[C:4]([OH:5])[C:3]2[CH:7]=[CH:8][N:9]=[CH:10][C:2]=2[N:1]=1, predict the reactants needed to synthesize it. (2) Given the product [Cl:1][C:2]1[CH:29]=[CH:28][C:5]([CH2:6][N:7]2[C:15]3[C:10](=[CH:11][C:12](/[CH:16]=[C:17]4/[C:18](=[O:27])[N:19]([CH2:23][CH2:24][N:25]([CH3:26])[C:39](=[O:44])[C:40]([F:41])([F:42])[F:43])[C:20](=[O:22])[S:21]/4)=[CH:13][CH:14]=3)[CH:9]=[N:8]2)=[C:4]([C:30]([F:32])([F:31])[F:33])[CH:3]=1, predict the reactants needed to synthesize it. The reactants are: [Cl:1][C:2]1[CH:29]=[CH:28][C:5]([CH2:6][N:7]2[C:15]3[C:10](=[CH:11][C:12]([CH:16]=[C:17]4[S:21][C:20](=[O:22])[N:19]([CH2:23][CH2:24][NH:25][CH3:26])[C:18]4=[O:27])=[CH:13][CH:14]=3)[CH:9]=[N:8]2)=[C:4]([C:30]([F:33])([F:32])[F:31])[CH:3]=1.[F:41][C:40]([F:43])([F:42])[C:39](O[C:39](=[O:44])[C:40]([F:43])([F:42])[F:41])=[O:44]. (3) Given the product [C:20]([O:19][C:17]([NH:16][C@H:15]([C:24]([O:26][CH3:27])=[O:25])[CH2:14][C:11]1[CH:10]=[CH:9][C:8]([C:5]#[C:4][CH2:3][CH:2]([OH:6])[CH3:1])=[CH:13][N:12]=1)=[O:18])([CH3:22])([CH3:23])[CH3:21], predict the reactants needed to synthesize it. The reactants are: [CH3:1][CH:2]([OH:6])[CH2:3][C:4]#[CH:5].Br[C:8]1[CH:9]=[CH:10][C:11]([CH2:14][C@@H:15]([C:24]([O:26][CH3:27])=[O:25])[NH:16][C:17]([O:19][C:20]([CH3:23])([CH3:22])[CH3:21])=[O:18])=[N:12][CH:13]=1. (4) The reactants are: S(=O)(=O)(O)O.[N+:6]([O-:9])([O-])=[O:7].[Na+].[Br:11][C:12]1[CH:17]=[CH:16][CH:15]=[CH:14][C:13]=1[OH:18]. Given the product [Br:11][C:12]1[CH:17]=[CH:16][CH:15]=[C:14]([N+:6]([O-:9])=[O:7])[C:13]=1[OH:18], predict the reactants needed to synthesize it. (5) The reactants are: [C:1]([O:5][C:6]([N:8]1[CH2:17][CH2:16][C:15]2[C:10](=[C:11]([NH:18][CH2:19][C:20]([O:22][CH2:23][CH3:24])=[O:21])[CH:12]=[CH:13][CH:14]=2)[CH2:9]1)=[O:7])([CH3:4])([CH3:3])[CH3:2].[C:25](O[C:25]([C:27]([F:30])([F:29])[F:28])=[O:26])([C:27]([F:30])([F:29])[F:28])=[O:26].C([O-])(O)=O.[Na+]. Given the product [C:1]([O:5][C:6]([N:8]1[CH2:17][CH2:16][C:15]2[C:10](=[C:11]([N:18]([CH2:19][C:20]([O:22][CH2:23][CH3:24])=[O:21])[C:25](=[O:26])[C:27]([F:30])([F:29])[F:28])[CH:12]=[CH:13][CH:14]=2)[CH2:9]1)=[O:7])([CH3:4])([CH3:3])[CH3:2], predict the reactants needed to synthesize it. (6) Given the product [ClH:1].[Cl:1][C:2]1[CH:3]=[CH:4][C:5]2[O:9][C:8](=[O:10])[N:7]([CH2:11][C:12]([N:14]([CH2:16][C:17]3[N:21]([CH2:22][CH2:23][OH:24])[C:20]4[CH:28]=[C:29]([Cl:33])[C:30]([Cl:32])=[CH:31][C:19]=4[N:18]=3)[CH3:15])=[O:13])[C:6]=2[CH:34]=1, predict the reactants needed to synthesize it. The reactants are: [Cl:1][C:2]1[CH:3]=[CH:4][C:5]2[O:9][C:8](=[O:10])[N:7]([CH2:11][C:12]([N:14]([CH2:16][C:17]3[N:21]([CH2:22][CH2:23][O:24]COC)[C:20]4[CH:28]=[C:29]([Cl:33])[C:30]([Cl:32])=[CH:31][C:19]=4[N:18]=3)[CH3:15])=[O:13])[C:6]=2[CH:34]=1.Cl.CCOC(C)=O. (7) Given the product [F:1][C:2]1[C:7]([O:8][CH3:9])=[CH:6][C:5]([O:10][CH3:11])=[C:4]([F:12])[C:3]=1[N:13]1[CH2:18][C:17]2[CH:19]=[N:20][C:21]3[N:25]([S:26]([C:29]4[CH:34]=[CH:33][CH:32]=[CH:31][CH:30]=4)(=[O:27])=[O:28])[C:24]([CH2:35][N:41]4[CH2:46][CH2:45][O:44][CH2:43][CH2:42]4)=[CH:23][C:22]=3[C:16]=2[N:15]([CH2:37][CH2:38][OH:39])[C:14]1=[O:40], predict the reactants needed to synthesize it. The reactants are: [F:1][C:2]1[C:7]([O:8][CH3:9])=[CH:6][C:5]([O:10][CH3:11])=[C:4]([F:12])[C:3]=1[N:13]1[CH2:18][C:17]2[CH:19]=[N:20][C:21]3[N:25]([S:26]([C:29]4[CH:34]=[CH:33][CH:32]=[CH:31][CH:30]=4)(=[O:28])=[O:27])[C:24]([CH:35]=O)=[CH:23][C:22]=3[C:16]=2[N:15]([CH2:37][CH2:38][OH:39])[C:14]1=[O:40].[NH:41]1[CH2:46][CH2:45][O:44][CH2:43][CH2:42]1.